This data is from Full USPTO retrosynthesis dataset with 1.9M reactions from patents (1976-2016). The task is: Predict the reactants needed to synthesize the given product. (1) Given the product [CH3:9][C:4]1[CH:5]=[C:6]([CH3:8])[N:7]=[C:2]([C:10]#[N:11])[N:3]=1, predict the reactants needed to synthesize it. The reactants are: Cl[C:2]1[N:7]=[C:6]([CH3:8])[CH:5]=[C:4]([CH3:9])[N:3]=1.[CH3:10][N:11](C=O)C. (2) Given the product [CH3:21][CH:20]([N:23]1[CH2:28][CH2:27][N:26]([C:2]2[CH:7]=[C:6]([O:8][CH3:9])[C:5]([N+:10]([O-:12])=[O:11])=[CH:4][C:3]=2[CH3:13])[CH2:25][CH2:24]1)[CH3:22], predict the reactants needed to synthesize it. The reactants are: F[C:2]1[CH:7]=[C:6]([O:8][CH3:9])[C:5]([N+:10]([O-:12])=[O:11])=[CH:4][C:3]=1[CH3:13].C(=O)([O-])[O-].[K+].[K+].[CH:20]([N:23]1[CH2:28][CH2:27][NH:26][CH2:25][CH2:24]1)([CH3:22])[CH3:21].O. (3) Given the product [CH3:9][O:10][C:11]1[C:16]2[C:17](=[O:27])[N:18]3[CH2:25][C@H:24]([O:26][Si:1]([C:4]([CH3:7])([CH3:6])[CH3:5])([CH3:3])[CH3:2])[CH2:23][C@H:19]3[C:20](=[O:22])[NH:21][C:15]=2[CH:14]=[CH:13][C:12]=1[O:28][CH3:29], predict the reactants needed to synthesize it. The reactants are: [Si:1](Cl)([C:4]([CH3:7])([CH3:6])[CH3:5])([CH3:3])[CH3:2].[CH3:9][O:10][C:11]1[C:16]2[C:17](=[O:27])[N:18]3[CH2:25][C@H:24]([OH:26])[CH2:23][C@H:19]3[C:20](=[O:22])[NH:21][C:15]=2[CH:14]=[CH:13][C:12]=1[O:28][CH3:29].N1C=CN=C1.O. (4) Given the product [CH3:34][O:33][C:30]1[N:31]=[CH:32][C:27]([NH:26][C:2]2[C:7]([C:8]3[N:16]=[C:15]([CH3:17])[N:14]=[C:13]4[C:9]=3[N:10]=[CH:11][N:12]4[CH:18]3[CH2:23][CH2:22][CH2:21][CH2:20][O:19]3)=[CH:6][C:5]([CH:24]=[CH2:25])=[CH:4][N:3]=2)=[CH:28][CH:29]=1, predict the reactants needed to synthesize it. The reactants are: F[C:2]1[C:7]([C:8]2[N:16]=[C:15]([CH3:17])[N:14]=[C:13]3[C:9]=2[N:10]=[CH:11][N:12]3[CH:18]2[CH2:23][CH2:22][CH2:21][CH2:20][O:19]2)=[CH:6][C:5]([CH:24]=[CH2:25])=[CH:4][N:3]=1.[NH2:26][C:27]1[CH:28]=[CH:29][C:30]([O:33][CH3:34])=[N:31][CH:32]=1.[Li+].C[Si]([N-][Si](C)(C)C)(C)C.O. (5) Given the product [C:23]([O:22][CH2:21][CH:20]([O:26][C:27](=[O:29])[CH3:28])[CH2:19][NH:18][C:17](=[O:30])[C:14]1[C:13]([I:31])=[C:12]([N:32]=[C:39]=[O:40])[C:11]([I:33])=[C:10]([C:9](=[O:34])[NH:8][CH2:7][CH:6]([O:35][C:36](=[O:38])[CH3:37])[CH2:5][O:4][C:1](=[O:3])[CH3:2])[C:15]=1[I:16])(=[O:25])[CH3:24], predict the reactants needed to synthesize it. The reactants are: [C:1]([O:4][CH2:5][CH:6]([O:35][C:36](=[O:38])[CH3:37])[CH2:7][NH:8][C:9](=[O:34])[C:10]1[C:15]([I:16])=[C:14]([C:17](=[O:30])[NH:18][CH2:19][CH:20]([O:26][C:27](=[O:29])[CH3:28])[CH2:21][O:22][C:23](=[O:25])[CH3:24])[C:13]([I:31])=[C:12]([NH2:32])[C:11]=1[I:33])(=[O:3])[CH3:2].[C:39](Cl)(Cl)=[O:40]. (6) Given the product [C:22]1([N:15]2[C:14]3[CH:28]=[C:10]([O:9][CH2:8][CH2:7][CH2:6][CH2:5][CH2:4][C:3]([OH:29])=[O:2])[CH:11]=[CH:12][C:13]=3[N:17]=[C:16]2[S:18][CH2:19][CH2:20][CH3:21])[CH:23]=[CH:24][CH:25]=[CH:26][CH:27]=1, predict the reactants needed to synthesize it. The reactants are: C[O:2][C:3](=[O:29])[CH2:4][CH2:5][CH2:6][CH2:7][CH2:8][O:9][C:10]1[CH:11]=[CH:12][C:13]2[N:17]=[C:16]([S:18][CH2:19][CH2:20][CH3:21])[N:15]([C:22]3[CH:27]=[CH:26][CH:25]=[CH:24][CH:23]=3)[C:14]=2[CH:28]=1.[OH-].[Li+]. (7) Given the product [CH2:1]([O:3][C:4]([C:6]1[NH:7][C:8]2[C:13]([C:14]=1[CH2:15][CH2:16][CH2:17][O:18][S:36]([C:31]1[CH:30]=[CH:35][C:34]([CH3:42])=[CH:33][CH:32]=1)(=[O:37])=[O:38])=[CH:12][CH:11]=[CH:10][C:9]=2[C:19]1[CH:24]=[CH:23][C:22]([C:25]([O:27][CH3:28])=[O:26])=[CH:21][C:20]=1[CH3:29])=[O:5])[CH3:2], predict the reactants needed to synthesize it. The reactants are: [CH2:1]([O:3][C:4]([C:6]1[NH:7][C:8]2[C:13]([C:14]=1[CH2:15][CH2:16][CH2:17][OH:18])=[CH:12][CH:11]=[CH:10][C:9]=2[C:19]1[CH:24]=[CH:23][C:22]([C:25]([O:27][CH3:28])=[O:26])=[CH:21][C:20]=1[CH3:29])=[O:5])[CH3:2].[C:30]1(C)[C:31]([S:36](Cl)(=[O:38])=[O:37])=[CH:32][CH:33]=[CH:34][CH:35]=1.Cl[CH2:42]Cl. (8) Given the product [NH2:41][C:38]1[N:39]=[CH:40][C:35]([C:14]2[N:15]=[C:16]([N:19]3[CH2:20][CH2:21][O:22][CH2:23][CH2:24]3)[C:17]3[S:18][C:10]([CH2:9][N:7]([CH3:8])[C:6](=[O:26])[CH2:5][OH:4])=[CH:11][C:12]=3[N:13]=2)=[CH:36][N:37]=1, predict the reactants needed to synthesize it. The reactants are: C([O:4][CH2:5][C:6](=[O:26])[N:7]([CH2:9][C:10]1[S:18][C:17]2[C:16]([N:19]3[CH2:24][CH2:23][O:22][CH2:21][CH2:20]3)=[N:15][C:14](Cl)=[N:13][C:12]=2[CH:11]=1)[CH3:8])(=O)C.CC1(C)C(C)(C)OB([C:35]2[CH:36]=[N:37][C:38]([NH2:41])=[N:39][CH:40]=2)O1. (9) Given the product [CH2:23]([O:25][C:26]([C:28]1[N:33]=[C:32]([CH:34]=[O:35])[CH:31]=[CH:30][N:29]=1)=[CH2:27])[CH3:24], predict the reactants needed to synthesize it. The reactants are: CC(OI1(OC(C)=O)(OC(C)=O)OC(=O)C2C1=CC=CC=2)=O.[CH2:23]([O:25][C:26]([C:28]1[N:33]=[C:32]([CH2:34][OH:35])[CH:31]=[CH:30][N:29]=1)=[CH2:27])[CH3:24].C(=O)([O-])O.[Na+]. (10) Given the product [CH2:3]([N:10]1[CH2:11][CH2:12][N:16]2[CH:17]=[N:18][C:19]([C:20]([O:22][CH3:23])=[O:21])=[C:15]2[CH2:14]1)[C:4]1[CH:9]=[CH:8][CH:7]=[CH:6][CH:5]=1, predict the reactants needed to synthesize it. The reactants are: [Cl-].Cl.[CH2:3]([N:10]([CH2:14][C:15]1[N:16]=[CH:17][NH:18][C:19]=1[C:20]([O:22][CH3:23])=[O:21])[CH2:11][CH2:12]Cl)[C:4]1[CH:9]=[CH:8][CH:7]=[CH:6][CH:5]=1.